The task is: Predict the product of the given reaction.. This data is from Forward reaction prediction with 1.9M reactions from USPTO patents (1976-2016). (1) Given the reactants FC(F)(F)S(O[C:7]1[C:16]2[C:15](=[O:17])[O:14][C:13]([CH3:19])([CH3:18])[O:12][C:11]=2[CH:10]=[C:9]([O:20][CH3:21])[CH:8]=1)(=O)=O.[OH:24][CH2:25][C:26]1[CH:27]=[C:28](B(O)O)[CH:29]=[CH:30][CH:31]=1.P([O-])(O)(O)=O.[K+], predict the reaction product. The product is: [OH:24][CH2:25][C:26]1[CH:31]=[C:30]([C:7]2[C:16]3[C:15](=[O:17])[O:14][C:13]([CH3:19])([CH3:18])[O:12][C:11]=3[CH:10]=[C:9]([O:20][CH3:21])[CH:8]=2)[CH:29]=[CH:28][CH:27]=1. (2) Given the reactants [CH2:1]([O:8][C:9]1[CH:10]=[C:11]2[C:16](=[CH:17][C:18]=1[O:19][CH3:20])[CH:15]([CH2:21]S(C1N(C3C=CC=CC=3)N=NN=1)(=O)=O)[N:14](C(OC(C)(C)C)=O)[CH2:13][CH2:12]2)[C:2]1[CH:7]=[CH:6][CH:5]=[CH:4][CH:3]=1.[CH3:43][C:44]1[C:52]([CH:53]=O)=[CH:51][C:47]2[CH2:48][CH2:49][O:50][C:46]=2[CH:45]=1.C[Si]([N-][Si](C)(C)C)(C)C.[Li+], predict the reaction product. The product is: [CH2:1]([O:8][C:9]1[CH:10]=[C:11]2[C:16](=[CH:17][C:18]=1[O:19][CH3:20])[CH:15](/[CH:21]=[CH:53]/[C:52]1[C:44]([CH3:43])=[CH:45][C:46]3[O:50][CH2:49][CH2:48][C:47]=3[CH:51]=1)[NH:14][CH2:13][CH2:12]2)[C:2]1[CH:7]=[CH:6][CH:5]=[CH:4][CH:3]=1. (3) Given the reactants Cl[C:2]12[C:19](=[O:20])[C:18]3[C:13](=[CH:14][CH:15]=[CH:16][CH:17]=3)[C:3]1([OH:21])[O:4][C:5]1[CH:10]=[C:9]([CH3:11])[C:8]([CH3:12])=[CH:7][C:6]=12.[Cl-].[NH2:23][C:24]1[S:25][CH2:26][CH2:27][N:28]=1.[CH2:29]1COCC1, predict the reaction product. The product is: [S:25]1[CH2:26][CH2:27][N:28]=[C:24]1[NH:23][C:2]12[C:19](=[O:20])[C:18]3[C:13](=[CH:14][CH:15]=[CH:16][CH:17]=3)[C:3]1([OH:21])[O:4][C:5]1[CH:10]=[C:9]([CH:8]([CH3:29])[CH3:12])[CH:11]=[CH:7][C:6]=12. (4) Given the reactants [F:1][C:2]([F:12])([F:11])[O:3][C:4]1[CH:9]=[CH:8][C:7]([OH:10])=[CH:6][CH:5]=1.F[C:14]1[CH:19]=[CH:18][C:17]([N+:20]([O-:22])=[O:21])=[CH:16][CH:15]=1.C(=O)([O-])[O-].[K+].[K+].CN(C)C(=O)C, predict the reaction product. The product is: [N+:20]([C:17]1[CH:18]=[CH:19][C:14]([O:10][C:7]2[CH:6]=[CH:5][C:4]([O:3][C:2]([F:11])([F:12])[F:1])=[CH:9][CH:8]=2)=[CH:15][CH:16]=1)([O-:22])=[O:21]. (5) Given the reactants [CH3:1][CH:2]([O:6][C:7]1[N:15]=[C:14]2[C:10]([N:11]=[C:12]([O:23]C)[N:13]2[CH2:16][CH:17]2[CH2:22][CH2:21][O:20][CH2:19][CH2:18]2)=[C:9]([NH2:25])[N:8]=1)[CH2:3][CH2:4][CH3:5].Cl.[OH-].[Na+], predict the reaction product. The product is: [NH2:25][C:9]1[N:8]=[C:7]([O:6][CH:2]([CH3:1])[CH2:3][CH2:4][CH3:5])[N:15]=[C:14]2[C:10]=1[NH:11][C:12](=[O:23])[N:13]2[CH2:16][CH:17]1[CH2:18][CH2:19][O:20][CH2:21][CH2:22]1. (6) Given the reactants [NH2:1][C@@H:2]1[CH2:7][CH2:6][C@H:5]([NH:8][C:9]([O:11][C:12]([CH3:15])([CH3:14])[CH3:13])=[O:10])[CH2:4][CH2:3]1.[F:16][C:17]([F:23])([F:22])[C:18](OC)=[O:19], predict the reaction product. The product is: [F:16][C:17]([F:23])([F:22])[C:18]([NH:1][C@@H:2]1[CH2:7][CH2:6][C@H:5]([NH:8][C:9]([O:11][C:12]([CH3:15])([CH3:14])[CH3:13])=[O:10])[CH2:4][CH2:3]1)=[O:19].